From a dataset of Catalyst prediction with 721,799 reactions and 888 catalyst types from USPTO. Predict which catalyst facilitates the given reaction. (1) Reactant: O.O.O.O.O.O.O.O.O(Cl)Cl.[Zr:12].[Cl-].[NH4+].[P:15](=[O:19])([OH:18])([OH:17])[OH:16].[OH-].[Na+]. Product: [P:15]([O-:19])([O-:18])([O-:17])=[O:16].[Zr+4:12].[P:15]([O-:19])([O-:18])([O-:17])=[O:16].[P:15]([O-:19])([O-:18])([O-:17])=[O:16].[P:15]([O-:19])([O-:18])([O-:17])=[O:16].[Zr+4:12].[Zr+4:12]. The catalyst class is: 6. (2) Reactant: [Cl-].[C:2]([C:5]1([NH3+:8])[CH2:7][CH2:6]1)([OH:4])=[O:3].C(N(CC)CC)C.[F:16][C:17]([F:24])([F:23])[C:18](OCC)=[O:19]. Product: [F:16][C:17]([F:24])([F:23])[C:18]([NH:8][C:5]1([C:2]([OH:4])=[O:3])[CH2:7][CH2:6]1)=[O:19]. The catalyst class is: 5. (3) Reactant: CO.C(=O)([O-])[O-].[K+].[K+].C([O:12][C:13]1[CH:14]=[C:15]([CH:35]=[CH:36][CH:37]=1)[C:16]([NH:18][C:19]1[CH:27]=[C:26]([O:28][C:29]2[CH:34]=[CH:33][CH:32]=[CH:31][CH:30]=2)[CH:25]=[CH:24][C:20]=1[C:21]([OH:23])=[O:22])=[O:17])(=O)C.C(O)(=O)CC(CC(O)=O)(C(O)=O)O. Product: [OH:12][C:13]1[CH:14]=[C:15]([CH:35]=[CH:36][CH:37]=1)[C:16]([NH:18][C:19]1[CH:27]=[C:26]([O:28][C:29]2[CH:34]=[CH:33][CH:32]=[CH:31][CH:30]=2)[CH:25]=[CH:24][C:20]=1[C:21]([OH:23])=[O:22])=[O:17]. The catalyst class is: 7. (4) Reactant: [CH2:1]([NH:3][S:4]([C:7]1[C:12]([Cl:13])=[CH:11][CH:10]=[C:9]([N+:14]([O-])=O)[C:8]=1[OH:17])(=[O:6])=[O:5])[CH3:2].[H][H]. Product: [CH2:1]([NH:3][S:4]([C:7]1[C:12]([Cl:13])=[CH:11][CH:10]=[C:9]([NH2:14])[C:8]=1[OH:17])(=[O:5])=[O:6])[CH3:2]. The catalyst class is: 45. (5) Reactant: C(Cl)(=O)C(Cl)=O.[CH3:7][C:8]1[C:9]([C:22]2[CH:27]=[CH:26][C:25]([S:28](=[O:31])(=[O:30])[NH2:29])=[CH:24][CH:23]=2)=[C:10]([C:19]([OH:21])=O)[S:11][C:12]=1[N:13]1[CH2:18][CH2:17][O:16][CH2:15][CH2:14]1.[CH2:32]([N:34]([CH2:37]C)[CH2:35]C)C.Cl.[CH3:40][NH:41][O:42][CH3:43]. Product: [CH3:32][N:34]([CH:37]=[N:29][S:28]([C:25]1[CH:24]=[CH:23][C:22]([C:9]2[C:8]([CH3:7])=[C:12]([N:13]3[CH2:14][CH2:15][O:16][CH2:17][CH2:18]3)[S:11][C:10]=2[C:19]([N:41]([O:42][CH3:43])[CH3:40])=[O:21])=[CH:27][CH:26]=1)(=[O:30])=[O:31])[CH3:35]. The catalyst class is: 139. (6) Reactant: [CH3:1][CH2:2][CH2:3][CH2:4][C:5]([F:27])([F:26])[C@:6]1([OH:25])[O:11][C@@H:10]2[CH2:12][C:13]([C@H:15]([CH2:16][CH2:17][CH2:18][CH2:19][CH2:20][CH2:21][C:22]([OH:24])=[O:23])[C@H:9]2[CH2:8][CH2:7]1)=[O:14].C(N)(C)(C)C.C(O)=O. Product: [CH3:1][CH2:2][CH2:3][CH2:4][C:5]([F:27])([F:26])[C@:6]1([OH:25])[O:11][C@@H:10]2[CH2:12][C:13]([C@H:15]([CH2:16][CH2:17][CH2:18][CH2:19][CH2:20][CH2:21][C:22]([OH:24])=[O:23])[C@H:9]2[CH2:8][CH2:7]1)=[O:14]. The catalyst class is: 84. (7) Reactant: Br.[Br:2][C:3]1[S:7][C:6]([NH2:8])=[N:5][CH:4]=1.N1C=CC=CC=1.[C:15](O[C:15]([O:17][C:18]([CH3:21])([CH3:20])[CH3:19])=[O:16])([O:17][C:18]([CH3:21])([CH3:20])[CH3:19])=[O:16]. Product: [Br:2][C:3]1[S:7][C:6]([NH:8][C:15](=[O:16])[O:17][C:18]([CH3:21])([CH3:20])[CH3:19])=[N:5][CH:4]=1. The catalyst class is: 10.